Dataset: Forward reaction prediction with 1.9M reactions from USPTO patents (1976-2016). Task: Predict the product of the given reaction. (1) Given the reactants [CH2:1]([N:3]1[C:11]([I:12])=[N:10][C:9]2[C:4]1=[N:5][CH:6]=[N:7][C:8]=2[O:13][C@H:14]1[CH2:18][CH2:17][N:16](C(OC(C)(C)C)=O)[CH2:15]1)[CH3:2].IC1N(C)C2C(N=1)=C(O[C@H]1CCN(C(OC(C)(C)C)=O)C1)N=CN=2.[C:50]([OH:56])([C:52]([F:55])([F:54])[F:53])=[O:51], predict the reaction product. The product is: [CH2:1]([N:3]1[C:11]([I:12])=[N:10][C:9]2[C:4]1=[N:5][CH:6]=[N:7][C:8]=2[O:13][C@H:14]1[CH2:18][CH2:17][NH:16][CH2:15]1)[CH3:2].[C:50]([OH:56])([C:52]([F:55])([F:54])[F:53])=[O:51]. (2) Given the reactants FC(F)(F)[C:3]1[CH:4]=[C:5]([CH:44]=[C:45]([C:47]([F:50])([F:49])[F:48])[CH:46]=1)[CH2:6][N:7]([CH2:20][C:21]1[CH:26]=[C:25]([C:27]([F:30])([F:29])[F:28])[CH:24]=[CH:23][C:22]=1[N:31]([CH2:42][CH3:43])[C:32](=[O:41])[NH:33][C@@H:34]([CH2:39]O)[C:35]([O:37][CH3:38])=[O:36])[C:8]1[N:13]=[CH:12][C:11]([N:14]2[CH2:19][CH2:18][O:17][CH2:16][CH2:15]2)=[CH:10][N:9]=1.N1C=CC=CC=1.[F:69][C:68]([F:71])([F:70])S(OS([C:68]([F:71])([F:70])[F:69])(=O)=O)(=O)=O.C(=O)(O)[O-].[Na+], predict the reaction product. The product is: [F:71][C:68]([F:69])([F:70])[C:3]1[CH:4]=[C:5]([CH:44]=[C:45]([C:47]([F:50])([F:49])[F:48])[CH:46]=1)[CH2:6][N:7]([CH2:20][C:21]1[CH:26]=[C:25]([C:27]([F:30])([F:29])[F:28])[CH:24]=[CH:23][C:22]=1[N:31]([CH2:42][CH3:43])[C:32]1[O:41][CH2:39][C@@H:34]([C:35]([O:37][CH3:38])=[O:36])[N:33]=1)[C:8]1[N:9]=[CH:10][C:11]([N:14]2[CH2:15][CH2:16][O:17][CH2:18][CH2:19]2)=[CH:12][N:13]=1.